From a dataset of Peptide-MHC class I binding affinity with 185,985 pairs from IEDB/IMGT. Regression. Given a peptide amino acid sequence and an MHC pseudo amino acid sequence, predict their binding affinity value. This is MHC class I binding data. The binding affinity (normalized) is 0.259. The MHC is HLA-A02:03 with pseudo-sequence HLA-A02:03. The peptide sequence is TSCPPTCPGY.